From a dataset of Peptide-MHC class I binding affinity with 185,985 pairs from IEDB/IMGT. Regression. Given a peptide amino acid sequence and an MHC pseudo amino acid sequence, predict their binding affinity value. This is MHC class I binding data. The peptide sequence is MQIDGGEGV. The MHC is HLA-B51:01 with pseudo-sequence HLA-B51:01. The binding affinity (normalized) is 0.0847.